Dataset: Catalyst prediction with 721,799 reactions and 888 catalyst types from USPTO. Task: Predict which catalyst facilitates the given reaction. Reactant: C[O:2][C:3]([C:5]1[N:6]([CH3:14])[CH:7]=[C:8]([C:10]([CH3:13])([CH3:12])[CH3:11])[N:9]=1)=[O:4].[OH-].[Na+].Cl. Product: [C:10]([C:8]1[N:9]=[C:5]([C:3]([OH:4])=[O:2])[N:6]([CH3:14])[CH:7]=1)([CH3:13])([CH3:11])[CH3:12]. The catalyst class is: 5.